From a dataset of Peptide-MHC class II binding affinity with 134,281 pairs from IEDB. Regression. Given a peptide amino acid sequence and an MHC pseudo amino acid sequence, predict their binding affinity value. This is MHC class II binding data. (1) The peptide sequence is LLVSGWNSITV. The MHC is DRB1_0301 with pseudo-sequence DRB1_0301. The binding affinity (normalized) is 0.230. (2) The peptide sequence is NMNIKLKMPLYVAGH. The MHC is DRB1_0301 with pseudo-sequence DRB1_0301. The binding affinity (normalized) is 0.229. (3) The peptide sequence is YCLDFLFDVIPVSYT. The MHC is DRB1_0101 with pseudo-sequence DRB1_0101. The binding affinity (normalized) is 0.877. (4) The peptide sequence is AAASWDALAAELASA. The MHC is DRB5_0101 with pseudo-sequence DRB5_0101. The binding affinity (normalized) is 0.352. (5) The peptide sequence is VALFAVFLGSAHGIP. The MHC is HLA-DPA10103-DPB10201 with pseudo-sequence HLA-DPA10103-DPB10201. The binding affinity (normalized) is 0.565.